From a dataset of Forward reaction prediction with 1.9M reactions from USPTO patents (1976-2016). Predict the product of the given reaction. (1) Given the reactants [NH2:1][C:2]1[CH:7]=[CH:6][C:5]([C:8]2[C:16]3[C:11](=[N:12][CH:13]=[N:14][C:15]=3[NH2:17])[N:10]([C@H:18]3[CH2:23][CH2:22][C@H:21]([N:24]4[CH2:29][CH2:28][N:27]([CH3:30])[CH2:26][CH2:25]4)[CH2:20][CH2:19]3)[N:9]=2)=[CH:4][C:3]=1[O:31][CH3:32].[CH3:33][N:34]([CH3:44])[C:35]1[CH:43]=[CH:42][C:38]([C:39](Cl)=[O:40])=[CH:37][CH:36]=1.C(O)(=O)/C=C\C(O)=O, predict the reaction product. The product is: [NH2:17][C:15]1[N:14]=[CH:13][N:12]=[C:11]2[N:10]([C@H:18]3[CH2:23][CH2:22][C@H:21]([N:24]4[CH2:25][CH2:26][N:27]([CH3:30])[CH2:28][CH2:29]4)[CH2:20][CH2:19]3)[N:9]=[C:8]([C:5]3[CH:6]=[CH:7][C:2]([NH:1][C:39](=[O:40])[C:38]4[CH:37]=[CH:36][C:35]([N:34]([CH3:33])[CH3:44])=[CH:43][CH:42]=4)=[C:3]([O:31][CH3:32])[CH:4]=3)[C:16]=12. (2) Given the reactants [P:1]([O-:47])([O-:46])([O:3][C:4](C(C)(C)C)(C(C)(C)C)[N:5]1[CH:10]=[CH:9][C:8]([NH:11][C:12](=[O:36])[C:13]2[CH:18]=[CH:17][C:16]([C:19]([F:25])([F:24])[C:20]([F:23])([F:22])[F:21])=[CH:15][C:14]=2[O:26][C:27]2[CH:32]=[CH:31][C:30]([F:33])=[CH:29][C:28]=2[O:34][CH3:35])=[CH:7][C:6]1=[O:37])=[O:2], predict the reaction product. The product is: [P:1]([OH:46])([OH:47])([O:3][CH2:4][N:5]1[CH:10]=[CH:9][C:8]([NH:11][C:12](=[O:36])[C:13]2[CH:18]=[CH:17][C:16]([C:19]([F:24])([F:25])[C:20]([F:22])([F:23])[F:21])=[CH:15][C:14]=2[O:26][C:27]2[CH:32]=[CH:31][C:30]([F:33])=[CH:29][C:28]=2[O:34][CH3:35])=[CH:7][C:6]1=[O:37])=[O:2]. (3) Given the reactants [NH2:1][C:2]1[CH:3]=[C:4]([CH:16]=[CH:17][CH:18]=1)[O:5][C:6]1[CH:11]=[CH:10][N:9]=[C:8]2[NH:12][C:13](=[O:15])[NH:14][C:7]=12.[F:19][C:20]1[CH:28]=[CH:27][C:23]([C:24](Cl)=[O:25])=[CH:22][C:21]=1[O:29][C:30]([F:33])([F:32])[F:31], predict the reaction product. The product is: [F:19][C:20]1[CH:28]=[CH:27][C:23]([C:24]([NH:1][C:2]2[CH:18]=[CH:17][CH:16]=[C:4]([O:5][C:6]3[CH:11]=[CH:10][N:9]=[C:8]4[NH:12][C:13](=[O:15])[NH:14][C:7]=34)[CH:3]=2)=[O:25])=[CH:22][C:21]=1[O:29][C:30]([F:31])([F:33])[F:32].